This data is from NCI-60 drug combinations with 297,098 pairs across 59 cell lines. The task is: Regression. Given two drug SMILES strings and cell line genomic features, predict the synergy score measuring deviation from expected non-interaction effect. (1) Drug 1: CNC(=O)C1=NC=CC(=C1)OC2=CC=C(C=C2)NC(=O)NC3=CC(=C(C=C3)Cl)C(F)(F)F. Drug 2: CS(=O)(=O)OCCCCOS(=O)(=O)C. Cell line: NCIH23. Synergy scores: CSS=2.38, Synergy_ZIP=-5.95, Synergy_Bliss=-11.6, Synergy_Loewe=-7.09, Synergy_HSA=-6.71. (2) Drug 1: CC=C1C(=O)NC(C(=O)OC2CC(=O)NC(C(=O)NC(CSSCCC=C2)C(=O)N1)C(C)C)C(C)C. Drug 2: C1CN(P(=O)(OC1)NCCCl)CCCl. Cell line: HT29. Synergy scores: CSS=48.2, Synergy_ZIP=-0.0531, Synergy_Bliss=0.460, Synergy_Loewe=-0.411, Synergy_HSA=-0.536. (3) Drug 1: C#CCC(CC1=CN=C2C(=N1)C(=NC(=N2)N)N)C3=CC=C(C=C3)C(=O)NC(CCC(=O)O)C(=O)O. Synergy scores: CSS=0.431, Synergy_ZIP=-2.12, Synergy_Bliss=-2.93, Synergy_Loewe=-1.03, Synergy_HSA=-2.37. Cell line: A549. Drug 2: C(CN)CNCCSP(=O)(O)O. (4) Drug 1: CN1C(=O)N2C=NC(=C2N=N1)C(=O)N. Drug 2: C1=NNC2=C1C(=O)NC=N2. Cell line: SK-MEL-28. Synergy scores: CSS=-0.663, Synergy_ZIP=0.845, Synergy_Bliss=2.10, Synergy_Loewe=-2.48, Synergy_HSA=-1.19. (5) Drug 1: C1=CC(=C2C(=C1NCCNCCO)C(=O)C3=C(C=CC(=C3C2=O)O)O)NCCNCCO. Drug 2: C1CC(C1)(C(=O)O)C(=O)O.[NH2-].[NH2-].[Pt+2]. Cell line: M14. Synergy scores: CSS=43.9, Synergy_ZIP=2.69, Synergy_Bliss=4.19, Synergy_Loewe=-15.8, Synergy_HSA=6.24.